From a dataset of Forward reaction prediction with 1.9M reactions from USPTO patents (1976-2016). Predict the product of the given reaction. (1) Given the reactants C(OC([O:8][N:9]1[C:18]2[C:13](=[CH:14][C:15]([O:19][C:20]3[CH:25]=[CH:24][CH:23]=[C:22]([C:26]#[N:27])[CH:21]=3)=[CH:16][CH:17]=2)[CH2:12][C@H:11]([NH:28]C(=O)OC(C)(C)C)[C:10]1=[O:36])=O)(C)(C)C.C(C1C=C(C=CC=1)OC1C=C(C([N+]([O-])=O)=CC=1)C[C@@H](C(O)=O)N)#N.O.O.[Sn](Cl)[Cl:64].C(N(CC)CC)C.O(C(OC(C)(C)C)=O)C(OC(C)(C)C)=O, predict the reaction product. The product is: [ClH:64].[NH2:28][C@H:11]1[CH2:12][C:13]2[C:18](=[CH:17][CH:16]=[C:15]([O:19][C:20]3[CH:21]=[C:22]([CH:23]=[CH:24][CH:25]=3)[C:26]#[N:27])[CH:14]=2)[N:9]([OH:8])[C:10]1=[O:36]. (2) The product is: [ClH:38].[NH2:13][C@@H:8]([C:9]([CH3:12])([CH3:11])[CH3:10])[C:7]([N:5]1[CH2:6][C@H:2]([OH:1])[CH2:3][C@H:4]1[C:22]([NH:23][CH2:24][C:25]1[CH:30]=[CH:29][C:28]([C:31]2[S:35][CH:34]=[N:33][C:32]=2[CH3:36])=[CH:27][CH:26]=1)=[O:37])=[O:21]. Given the reactants [OH:1][C@H:2]1[CH2:6][N:5]([C:7](=[O:21])[C@@H:8]([NH:13]C(=O)OC(C)(C)C)[C:9]([CH3:12])([CH3:11])[CH3:10])[C@H:4]([C:22](=[O:37])[NH:23][CH2:24][C:25]2[CH:30]=[CH:29][C:28]([C:31]3[S:35][CH:34]=[N:33][C:32]=3[CH3:36])=[CH:27][CH:26]=2)[CH2:3]1.[ClH:38], predict the reaction product. (3) Given the reactants Cl[C:2]1[C:7]([C:8]([O:10][CH2:11][CH3:12])=[O:9])=[C:6]([Cl:13])[N:5]=[C:4]([S:14][CH3:15])[N:3]=1.[N:16]1[CH:21]=[CH:20][CH:19]=[N:18][C:17]=1[C:22]1[CH:23]=[C:24]([CH:26]=[CH:27][CH:28]=1)[NH2:25].CCN(C(C)C)C(C)C, predict the reaction product. The product is: [Cl:13][C:6]1[C:7]([C:8]([O:10][CH2:11][CH3:12])=[O:9])=[C:2]([NH:25][C:24]2[CH:26]=[CH:27][CH:28]=[C:22]([C:17]3[N:16]=[CH:21][CH:20]=[CH:19][N:18]=3)[CH:23]=2)[N:3]=[C:4]([S:14][CH3:15])[N:5]=1. (4) The product is: [CH2:24]([NH:38][C:16]([C:18]1[CH:23]=[N:22][CH:21]=[CH:20][N:19]=1)=[O:17])[CH2:25][CH2:26][CH2:27][CH2:28][CH2:29][CH2:30][CH2:31][CH2:32][CH2:33][CH2:34][CH2:35][CH2:36][CH3:37]. Given the reactants C(O[C:16]([C:18]1[CH:23]=[N:22][CH:21]=[CH:20][N:19]=1)=[O:17])CCCCCCCCCCCCC.[CH2:24]([NH2:38])[CH2:25][CH2:26][CH2:27][CH2:28][CH2:29][CH2:30][CH2:31][CH2:32][CH2:33][CH2:34][CH2:35][CH2:36][CH3:37], predict the reaction product. (5) The product is: [C:1]([NH:4][C:5]1[N:6]=[C:7]2[CH:12]=[CH:11][C:10]([C:13]3[N:17]([CH:67]4[CH2:68][N:69]([C:71]([O:73][C:74]([CH3:77])([CH3:76])[CH3:75])=[O:72])[CH2:70]4)[CH:16]=[N:15][C:14]=3[C:31]3[CH:36]=[CH:35][C:34]([F:37])=[CH:33][CH:32]=3)=[N:9][N:8]2[CH:38]=1)(=[O:3])[CH3:2]. Given the reactants [C:1]([NH:4][C:5]1[N:6]=[C:7]2[CH:12]=[CH:11][C:10]([C:13]3[N:17](C4CCN(C(OC(C)(C)C)=O)CC4)[CH:16]=[N:15][C:14]=3[C:31]3[CH:36]=[CH:35][C:34]([F:37])=[CH:33][CH:32]=3)=[N:9][N:8]2[CH:38]=1)(=[O:3])[CH3:2].CC1(C)C(C)(C)OB(C2C=CC3N(C=C(NC(=O)C)N=3)N=2)O1.BrC1N([CH:67]2[CH2:70][N:69]([C:71]([O:73][C:74]([CH3:77])([CH3:76])[CH3:75])=[O:72])[CH2:68]2)C=NC=1C1C=CC(F)=CC=1, predict the reaction product. (6) Given the reactants [BH4-].[Na+].[CH3:3][O:4][C:5]1[CH:6]=[C:7](/[CH:17]=[CH:18]/[C:19]2[N:39]=[C:22]3[CH:23]([C:27]4[CH:32]=[CH:31][C:30]([C:33](=[O:38])[CH2:34][CH2:35][CH2:36][CH3:37])=[CH:29][CH:28]=4)[CH2:24][CH2:25][CH2:26][N:21]3[N:20]=2)[CH:8]=[CH:9][C:10]=1[N:11]1[CH:15]=[C:14]([CH3:16])[N:13]=[CH:12]1.C(OCC)(=O)C, predict the reaction product. The product is: [CH3:3][O:4][C:5]1[CH:6]=[C:7](/[CH:17]=[CH:18]/[C:19]2[N:39]=[C:22]3[CH:23]([C:27]4[CH:28]=[CH:29][C:30]([CH:33]([OH:38])[CH2:34][CH2:35][CH2:36][CH3:37])=[CH:31][CH:32]=4)[CH2:24][CH2:25][CH2:26][N:21]3[N:20]=2)[CH:8]=[CH:9][C:10]=1[N:11]1[CH:15]=[C:14]([CH3:16])[N:13]=[CH:12]1. (7) Given the reactants [F:1][C:2]1[CH:7]=[CH:6][CH:5]=[C:4]([F:8])[C:3]=1[C:9]1[CH:10]=[C:11]2[C:15](=[CH:16][CH:17]=1)[NH:14][CH:13]=[CH:12]2.[I:18]I.[OH-].[K+].S(=O)(O)[O-].[Na+], predict the reaction product. The product is: [F:8][C:4]1[CH:5]=[CH:6][CH:7]=[C:2]([F:1])[C:3]=1[C:9]1[CH:10]=[C:11]2[C:15](=[CH:16][CH:17]=1)[NH:14][CH:13]=[C:12]2[I:18]. (8) The product is: [CH:1]([O:4][C:5](=[O:26])[CH2:6][C@H:7]([NH:10][C:11]([C:13]1[NH:14][C:15]2[C:20]([CH:21]=1)=[CH:19][C:18]([CH3:22])=[CH:17][C:16]=2[N+:23]([O-:25])=[O:24])=[O:12])[CH2:8][O:9][S:28]([CH3:27])(=[O:30])=[O:29])([CH3:3])[CH3:2]. Given the reactants [CH:1]([O:4][C:5](=[O:26])[CH2:6][C@H:7]([NH:10][C:11]([C:13]1[NH:14][C:15]2[C:20]([CH:21]=1)=[CH:19][C:18]([CH3:22])=[CH:17][C:16]=2[N+:23]([O-:25])=[O:24])=[O:12])[CH2:8][OH:9])([CH3:3])[CH3:2].[CH3:27][S:28](Cl)(=[O:30])=[O:29], predict the reaction product.